This data is from Full USPTO retrosynthesis dataset with 1.9M reactions from patents (1976-2016). The task is: Predict the reactants needed to synthesize the given product. Given the product [C:54]([O:73][CH2:74][C@@H:75]([O:76][C:77](=[O:95])[CH2:78][CH2:79][CH2:80][CH2:81][CH2:82][CH2:83][CH2:84]/[CH:85]=[CH:86]\[CH2:87][CH2:88][CH2:89][CH2:90][CH2:91][CH2:92][CH2:93][CH3:94])[CH2:96][O:97][P:98]([O:101][CH2:102][CH2:103][NH:104][C:11](=[O:12])[CH2:10][NH:9][C:7](=[O:8])[CH2:6][NH:5][C:3](=[O:4])[CH2:2][NH2:1])([OH:100])=[O:99])(=[O:72])[CH2:55][CH2:56][CH2:57][CH2:58][CH2:59][CH2:60][CH2:61]/[CH:62]=[CH:63]\[CH2:64][CH2:65][CH2:66][CH2:67][CH2:68][CH2:69][CH2:70][CH3:71], predict the reactants needed to synthesize it. The reactants are: [NH:1](C(OC(C)(C)C)=O)[CH2:2][C:3]([NH:5][CH2:6][C:7]([NH:9][CH2:10][C:11](O)=[O:12])=[O:8])=[O:4].F[P-](F)(F)(F)(F)F.C[N+](C)=C(N(C)C)ON1C2N=CC=CC=2N=N1.C(N(CC)C(C)C)(C)C.[C:54]([O:73][CH2:74][C@H:75]([CH2:96][O:97][P:98]([O:101][CH2:102][CH2:103][NH2:104])([OH:100])=[O:99])[O:76][C:77](=[O:95])[CH2:78][CH2:79][CH2:80][CH2:81][CH2:82][CH2:83][CH2:84]/[CH:85]=[CH:86]\[CH2:87][CH2:88][CH2:89][CH2:90][CH2:91][CH2:92][CH2:93][CH3:94])(=[O:72])[CH2:55][CH2:56][CH2:57][CH2:58][CH2:59][CH2:60][CH2:61]/[CH:62]=[CH:63]\[CH2:64][CH2:65][CH2:66][CH2:67][CH2:68][CH2:69][CH2:70][CH3:71].Cl.C(OCC)C.